From a dataset of Reaction yield outcomes from USPTO patents with 853,638 reactions. Predict the reaction yield, written as a fraction of the theoretical maximum amount of product (1.0 means a 100% yield; for example, 0.34 means a 34% yield). The reactants are [NH2:1][C:2]1[CH:7]=[CH:6][C:5]([CH2:8][CH2:9][C:10]([O:12][CH3:13])=[O:11])=[CH:4][CH:3]=1.[CH:14](=O)[CH2:15][CH2:16][CH3:17]. No catalyst specified. The product is [CH2:14]([NH:1][C:2]1[CH:3]=[CH:4][C:5]([CH2:8][CH2:9][C:10]([O:12][CH3:13])=[O:11])=[CH:6][CH:7]=1)[CH2:15][CH2:16][CH3:17]. The yield is 0.440.